This data is from Forward reaction prediction with 1.9M reactions from USPTO patents (1976-2016). The task is: Predict the product of the given reaction. (1) The product is: [CH2:1]([N:8]1[CH:16]=[C:15]2[C:10]([CH:11]=[CH:12][C:13]3[C:19](=[O:20])[CH:18]([C:33]([O:35][CH2:36][CH3:37])=[O:34])[CH2:17][C:14]=32)=[N:9]1)[C:2]1[CH:3]=[CH:4][CH:5]=[CH:6][CH:7]=1. Given the reactants [CH2:1]([N:8]1[CH:16]=[C:15]2[C:10]([CH:11]=[CH:12][C:13]3[C:19](=[O:20])[CH2:18][CH2:17][C:14]=32)=[N:9]1)[C:2]1[CH:7]=[CH:6][CH:5]=[CH:4][CH:3]=1.C[Si]([N-][Si](C)(C)C)(C)C.[Li+].C([C:33]([O:35][CH2:36][CH3:37])=[O:34])#N, predict the reaction product. (2) Given the reactants [CH3:1][O:2][C:3]1[CH:40]=[CH:39][C:6]([CH2:7][N:8]2[C:12]3=[N:13][CH:14]=[CH:15][C:16]([O:17][C:18]4[CH:23]=[CH:22][C:21]([NH2:24])=[CH:20][C:19]=4[F:25])=[C:11]3[C:10]([C:26]3[CH2:31][CH2:30][N:29]([C:32]([O:34][C:35]([CH3:38])([CH3:37])[CH3:36])=[O:33])[CH2:28][CH:27]=3)=[N:9]2)=[CH:5][CH:4]=1.[F:41][C:42]1[CH:47]=[CH:46][C:45]([N:48]2[C:53](=[O:54])[C:52]([C:55](O)=[O:56])=[CH:51][CH:50]=[N:49]2)=[CH:44][CH:43]=1.Cl.C(N=C=NCCCN(C)C)C.N1(O)C2C=CC=CC=2N=N1.C(N(C(C)C)C(C)C)C, predict the reaction product. The product is: [F:25][C:19]1[CH:20]=[C:21]([NH:24][C:55]([C:52]2[C:53](=[O:54])[N:48]([C:45]3[CH:46]=[CH:47][C:42]([F:41])=[CH:43][CH:44]=3)[N:49]=[CH:50][CH:51]=2)=[O:56])[CH:22]=[CH:23][C:18]=1[O:17][C:16]1[CH:15]=[CH:14][N:13]=[C:12]2[N:8]([CH2:7][C:6]3[CH:5]=[CH:4][C:3]([O:2][CH3:1])=[CH:40][CH:39]=3)[N:9]=[C:10]([C:26]3[CH2:31][CH2:30][N:29]([C:32]([O:34][C:35]([CH3:37])([CH3:36])[CH3:38])=[O:33])[CH2:28][CH:27]=3)[C:11]=12. (3) Given the reactants Br[C:2]1[CH:7]=[CH:6][C:5]([C:8]([OH:17])([C:13]([F:16])([F:15])[F:14])[C:9]([F:12])([F:11])[F:10])=[CH:4][C:3]=1[O:18][C:19]([F:22])([F:21])[F:20].[F:23][C:24]1([F:47])[CH2:28][N:27]([C:29]([C:31]2[N:32]=[C:33]([C:36]([N:38]3[CH2:43][C@@H:42]([OH:44])[CH2:41][C@@H:40]([OH:45])[CH2:39]3)=[O:37])[S:34][CH:35]=2)=[O:30])[C@@H:26]([CH3:46])[CH2:25]1.CC([O-])=O.[K+].C1C=CC(P(C2C=CC=CC=2)C2C=CC=CC=2)=CC=1, predict the reaction product. The product is: [F:47][C:24]1([F:23])[CH2:28][N:27]([C:29]([C:31]2[N:32]=[C:33]([C:36]([N:38]3[CH2:43][C@@H:42]([OH:44])[CH2:41][C@@H:40]([OH:45])[CH2:39]3)=[O:37])[S:34][C:35]=2[C:2]2[CH:7]=[CH:6][C:5]([C:8]([OH:17])([C:13]([F:16])([F:15])[F:14])[C:9]([F:12])([F:11])[F:10])=[CH:4][C:3]=2[O:18][C:19]([F:22])([F:21])[F:20])=[O:30])[C@@H:26]([CH3:46])[CH2:25]1. (4) Given the reactants [Cl:1][C:2]1[C:7]([C:8](Cl)=[O:9])=[C:6]([F:11])[C:5]([NH:12][S:13]([CH2:16][CH2:17][CH3:18])(=[O:15])=[O:14])=[CH:4][CH:3]=1.[N:19]1[CH:24]=[CH:23][CH:22]=[C:21]([NH2:25])[CH:20]=1.O, predict the reaction product. The product is: [Cl:1][C:2]1[C:7]([C:8]([NH:25][C:21]2[CH:20]=[N:19][CH:24]=[CH:23][CH:22]=2)=[O:9])=[C:6]([F:11])[C:5]([NH:12][S:13]([CH2:16][CH2:17][CH3:18])(=[O:15])=[O:14])=[CH:4][CH:3]=1. (5) Given the reactants C[O:2][C:3]([C:5]1([S:18]([C:21]2[CH:26]=[CH:25][C:24]([O:27][CH2:28][C:29]#[C:30][CH3:31])=[CH:23][CH:22]=2)(=[O:20])=[O:19])[CH2:10][CH2:9][N:8]([C:11]([N:13]2[CH2:17][CH2:16][CH2:15][CH2:14]2)=[O:12])[CH2:7][CH2:6]1)=[O:4].[OH-].[Na+], predict the reaction product. The product is: [CH2:28]([O:27][C:24]1[CH:23]=[CH:22][C:21]([S:18]([C:5]2([C:3]([OH:4])=[O:2])[CH2:6][CH2:7][N:8]([C:11]([N:13]3[CH2:14][CH2:15][CH2:16][CH2:17]3)=[O:12])[CH2:9][CH2:10]2)(=[O:20])=[O:19])=[CH:26][CH:25]=1)[C:29]#[C:30][CH3:31]. (6) Given the reactants Br[C:2]1[CH:7]=[CH:6][C:5]([C:8]([C:10]2[CH:15]=[CH:14][C:13]([F:16])=[CH:12][CH:11]=2)=[O:9])=[CH:4][CH:3]=1.[P:17]([O:24]CC)([O:21][CH2:22][CH3:23])[O:18][CH2:19][CH3:20], predict the reaction product. The product is: [F:16][C:13]1[CH:14]=[CH:15][C:10]([C:8]([C:5]2[CH:6]=[CH:7][C:2]([P:17](=[O:24])([O:21][CH2:22][CH3:23])[O:18][CH2:19][CH3:20])=[CH:3][CH:4]=2)=[O:9])=[CH:11][CH:12]=1. (7) Given the reactants [CH3:1][C:2]1[CH2:7][C@@H:6]([OH:8])[CH2:5][C:4]([CH3:10])([CH3:9])[C:3]=1/[CH:11]=[CH:12]/[C:13](/[CH3:42])=[CH:14]/[CH:15]=[CH:16]/[C:17](/[CH3:41])=[CH:18]/[CH:19]=[CH:20]/[CH:21]=[C:22](/[CH:24]=[CH:25]/[CH:26]=[C:27](/[CH:29]=[CH:30]/[C@@H:31]1[C:36]([CH3:38])([CH3:37])[CH2:35][C@@H:34]([OH:39])[CH:33]=[C:32]1[CH3:40])\[CH3:28])\[CH3:23].[CH3:43][C:44]1[CH2:49][C@@H:48]([OH:50])[CH2:47][C:46]([CH3:52])([CH3:51])[C:45]=1/[CH:53]=[CH:54]/[C:55](/[CH3:84])=[CH:56]/[CH:57]=[CH:58]/[C:59](/[CH3:83])=[CH:60]/[CH:61]=[CH:62]/[CH:63]=[C:64](\[CH3:82])/[CH:65]=[CH:66]/[CH:67]=[C:68](\[CH3:81])/[CH:69]=[CH:70]/[C:71]1[C:76]([CH3:78])([CH3:77])[CH2:75][C@H:74]([OH:79])[CH2:73][C:72]=1[CH3:80], predict the reaction product. The product is: [CH3:40][C:32]1[CH2:33][C@@H:34]([OH:39])[CH2:35][C:36]([CH3:37])([CH3:38])[C:31]=1/[CH:30]=[CH:29]/[C:27](/[CH3:28])=[CH:26]/[CH:25]=[CH:24]/[C:22](/[CH3:23])=[CH:21]/[CH:20]=[CH:19]/[CH:18]=[C:17](/[CH:16]=[CH:15]/[CH:14]=[C:13](/[CH:12]=[CH:11]/[C@@H:3]1[C:4]([CH3:10])([CH3:9])[CH2:5][C@@H:6]([OH:8])[CH:7]=[C:2]1[CH3:1])\[CH3:42])\[CH3:41].[CH3:80][C:72]1[CH2:73][C@@H:74]([OH:79])[CH2:75][C:76]([CH3:77])([CH3:78])[C:71]=1/[CH:70]=[CH:69]/[C:68](/[CH3:81])=[CH:67]/[CH:66]=[CH:65]/[C:64](/[CH3:82])=[CH:63]/[CH:62]=[CH:61]/[CH:60]=[C:59](\[CH3:83])/[CH:58]=[CH:57]/[CH:56]=[C:55](\[CH3:84])/[CH:54]=[CH:53]/[C:45]1[C:46]([CH3:52])([CH3:51])[CH2:47][C@H:48]([OH:50])[CH2:49][C:44]=1[CH3:43].